Regression. Given two drug SMILES strings and cell line genomic features, predict the synergy score measuring deviation from expected non-interaction effect. From a dataset of NCI-60 drug combinations with 297,098 pairs across 59 cell lines. (1) Drug 1: C1=CC(=CC=C1C#N)C(C2=CC=C(C=C2)C#N)N3C=NC=N3. Drug 2: CN(C(=O)NC(C=O)C(C(C(CO)O)O)O)N=O. Cell line: K-562. Synergy scores: CSS=10.9, Synergy_ZIP=1.02, Synergy_Bliss=5.19, Synergy_Loewe=3.04, Synergy_HSA=1.85. (2) Drug 1: CC1=C(C=C(C=C1)NC2=NC=CC(=N2)N(C)C3=CC4=NN(C(=C4C=C3)C)C)S(=O)(=O)N.Cl. Drug 2: CS(=O)(=O)OCCCCOS(=O)(=O)C. Cell line: M14. Synergy scores: CSS=-7.85, Synergy_ZIP=4.60, Synergy_Bliss=2.64, Synergy_Loewe=-1.59, Synergy_HSA=-2.89.